This data is from Forward reaction prediction with 1.9M reactions from USPTO patents (1976-2016). The task is: Predict the product of the given reaction. (1) Given the reactants C([Li])CCC.Br[C:7]1[CH:12]=[C:11]([C:13]([F:16])([F:15])[F:14])[CH:10]=[CH:9][C:8]=1[S:17][C:18]1[CH:23]=[CH:22][C:21]([Cl:24])=[CH:20][CH:19]=1.[C:25]([O:29][C:30]([N:32]1[CH2:37][CH2:36][C:35](=[O:38])[CH2:34][CH2:33]1)=[O:31])([CH3:28])([CH3:27])[CH3:26].[Cl-].[NH4+], predict the reaction product. The product is: [C:25]([O:29][C:30]([N:32]1[CH2:37][CH2:36][C:35]([C:7]2[CH:12]=[C:11]([C:13]([F:16])([F:15])[F:14])[CH:10]=[CH:9][C:8]=2[S:17][C:18]2[CH:23]=[CH:22][C:21]([Cl:24])=[CH:20][CH:19]=2)([OH:38])[CH2:34][CH2:33]1)=[O:31])([CH3:28])([CH3:26])[CH3:27]. (2) Given the reactants [Cl:1][C:2]1[C:3]([NH:11][C:12]2[CH:17]=[CH:16][C:15]([Cl:18])=[CH:14][CH:13]=2)=[N:4][CH:5]=[C:6]([CH:10]=1)[C:7]([NH2:9])=[NH:8].Cl[CH2:20][C:21](=O)[C:22]([CH3:25])([CH3:24])[CH3:23], predict the reaction product. The product is: [C:22]([C:21]1[NH:9][C:7]([C:6]2[CH:10]=[C:2]([Cl:1])[C:3]([NH:11][C:12]3[CH:17]=[CH:16][C:15]([Cl:18])=[CH:14][CH:13]=3)=[N:4][CH:5]=2)=[N:8][CH:20]=1)([CH3:25])([CH3:24])[CH3:23]. (3) Given the reactants [CH2:1]([O:8][C:9]([N:11]1[CH2:17][CH2:16][CH2:15][CH:14]([NH:18][C:19](=[O:35])[C@@H:20]([NH:27]C(OC(C)(C)C)=O)[CH2:21][CH:22]2[CH2:26][CH2:25][CH2:24][CH2:23]2)[CH:13]([OH:36])[CH2:12]1)=[O:10])[C:2]1[CH:7]=[CH:6][CH:5]=[CH:4][CH:3]=1, predict the reaction product. The product is: [CH2:1]([O:8][C:9]([N:11]1[CH2:17][CH2:16][CH2:15][CH:14]([NH:18][C:19](=[O:35])[C@@H:20]([NH2:27])[CH2:21][CH:22]2[CH2:23][CH2:24][CH2:25][CH2:26]2)[CH:13]([OH:36])[CH2:12]1)=[O:10])[C:2]1[CH:7]=[CH:6][CH:5]=[CH:4][CH:3]=1. (4) Given the reactants [F:1][C:2]([F:26])([F:25])[C:3]([C:18]1[CH:23]=[CH:22][C:21](O)=[CH:20][CH:19]=1)([O:8]CC1C=CC(OC)=CC=1)[C:4]([F:7])([F:6])[F:5].[CH3:27][O:28][C:29](=[O:40])[C:30]1[CH:35]=[CH:34][C:33]([O:36][CH2:37][CH2:38][OH:39])=[CH:32][CH:31]=1.COC(=O)C1C=CC=CC=1OCCOC1C=CC(C(O)(C(F)(F)F)C(F)(F)F)=CC=1, predict the reaction product. The product is: [CH3:27][O:28][C:29](=[O:40])[C:30]1[CH:31]=[CH:32][C:33]([O:36][CH2:37][CH2:38][O:39][C:21]2[CH:22]=[CH:23][C:18]([C:3]([OH:8])([C:4]([F:5])([F:7])[F:6])[C:2]([F:26])([F:1])[F:25])=[CH:19][CH:20]=2)=[CH:34][CH:35]=1. (5) Given the reactants [C:1]([C:4]1[S:8][C:7]([C:9]2[CH:14]=[CH:13][N:12]=[C:11]([F:15])[CH:10]=2)=[C:6]([C:16]#[N:17])[C:5]=1[C:18]1[CH:23]=[CH:22][C:21]([Cl:24])=[CH:20][C:19]=1[Cl:25])(=O)[CH3:2].COC(OC)[N:29]([CH3:31])C.CC(O)=O.O.[NH2:39]N, predict the reaction product. The product is: [Cl:25][C:19]1[CH:20]=[C:21]([Cl:24])[CH:22]=[CH:23][C:18]=1[C:5]1[C:6]([C:16]#[N:17])=[C:7]([C:9]2[CH:14]=[CH:13][N:12]=[C:11]([F:15])[CH:10]=2)[S:8][C:4]=1[C:1]1[NH:39][N:29]=[CH:31][CH:2]=1.